Dataset: Full USPTO retrosynthesis dataset with 1.9M reactions from patents (1976-2016). Task: Predict the reactants needed to synthesize the given product. Given the product [CH:1]1([N:5]2[CH2:11][CH2:10][C:9]3[CH:12]=[CH:13][C:14]([N:16]4[CH2:21][CH2:20][N:19]([C:23]5[CH:24]=[C:25]([CH:28]=[CH:29][CH:30]=5)[C:26]#[N:27])[CH2:18][CH2:17]4)=[CH:15][C:8]=3[CH2:7][CH2:6]2)[CH2:4][CH2:3][CH2:2]1, predict the reactants needed to synthesize it. The reactants are: [CH:1]1([N:5]2[CH2:11][CH2:10][C:9]3[CH:12]=[CH:13][C:14]([N:16]4[CH2:21][CH2:20][NH:19][CH2:18][CH2:17]4)=[CH:15][C:8]=3[CH2:7][CH2:6]2)[CH2:4][CH2:3][CH2:2]1.Br[C:23]1[CH:24]=[C:25]([CH:28]=[CH:29][CH:30]=1)[C:26]#[N:27].C(=O)([O-])[O-].[Cs+].[Cs+].CC1(C)C2C=CC=C(P(C3C=CC=CC=3)C3C=CC=CC=3)C=2OC2C1=CC=CC=2P(C1C=CC=CC=1)C1C=CC=CC=1.